Dataset: NCI-60 drug combinations with 297,098 pairs across 59 cell lines. Task: Regression. Given two drug SMILES strings and cell line genomic features, predict the synergy score measuring deviation from expected non-interaction effect. Drug 1: C1=NC2=C(N=C(N=C2N1C3C(C(C(O3)CO)O)O)F)N. Drug 2: CCC(=C(C1=CC=CC=C1)C2=CC=C(C=C2)OCCN(C)C)C3=CC=CC=C3.C(C(=O)O)C(CC(=O)O)(C(=O)O)O. Cell line: MALME-3M. Synergy scores: CSS=-0.340, Synergy_ZIP=-0.0771, Synergy_Bliss=-2.18, Synergy_Loewe=-7.49, Synergy_HSA=-4.84.